This data is from Forward reaction prediction with 1.9M reactions from USPTO patents (1976-2016). The task is: Predict the product of the given reaction. (1) Given the reactants C(OC([N:8]1[CH2:13][CH:12]2[CH:10]([CH:11]2[CH2:14][N:15]([C:28]([C:30]2[N:31]=[CH:32][N:33]([CH3:35])[CH:34]=2)=[O:29])[CH2:16][C:17]2[CH:22]=[CH:21][CH:20]=[C:19]([O:23][C:24]([F:27])([F:26])[F:25])[CH:18]=2)[CH2:9]1)=O)(C)(C)C.[ClH:36], predict the reaction product. The product is: [ClH:36].[CH:10]12[CH:11]([CH2:14][N:15]([CH2:16][C:17]3[CH:22]=[CH:21][CH:20]=[C:19]([O:23][C:24]([F:26])([F:27])[F:25])[CH:18]=3)[C:28]([C:30]3[N:31]=[CH:32][N:33]([CH3:35])[CH:34]=3)=[O:29])[CH:12]1[CH2:13][NH:8][CH2:9]2. (2) Given the reactants C(O[C@H]1C2C(=CC(OC)=CC=2)[C@H](N)C1)C=C.FC1C=C(C[C@H](NC(=O)OCC2C=CC=CC=2)[C@H]2CO2)C=C(F)C=1.[CH2:41]([O:44][C@@H:45]1[C:53]2[C:48](=[CH:49][C:50]([O:54][CH3:55])=[CH:51][CH:52]=2)[C@@H:47]([NH:56][CH2:57][C@@H:58]([OH:80])[C@@H:59]([NH:69]C(=O)OCC2C=CC=CC=2)[CH2:60][C:61]2[CH:66]=[C:65]([F:67])[CH:64]=[C:63]([F:68])[CH:62]=2)[CH2:46]1)[CH:42]=[CH2:43].C(O[C@H]1C2C(=CC(OC)=CC=2)[C@H](NC[C@@H](O)[C@@H](NC(=O)OCC2C=CC=CC=2)CC2C=C(F)C=C(F)C=2)C1)C=C, predict the reaction product. The product is: [CH2:41]([O:44][C@H:45]1[C:53]2[C:48](=[CH:49][C:50]([O:54][CH3:55])=[CH:51][CH:52]=2)[C@H:47]([NH:56][CH2:57][C@@H:58]([OH:80])[C@@H:59]([NH2:69])[CH2:60][C:61]2[CH:62]=[C:63]([F:68])[CH:64]=[C:65]([F:67])[CH:66]=2)[CH2:46]1)[CH:42]=[CH2:43]. (3) Given the reactants [CH3:1][O:2][C:3]([C@H:5]1[CH2:9][CH2:8][C@@H:7]([C:10]([OH:12])=O)[CH2:6]1)=[O:4].CN(C=O)C.C(Cl)(=O)C(Cl)=O.C[Si](C)(C)[C:26]1[S:27][CH:28]=[CH:29][N:30]=1, predict the reaction product. The product is: [S:27]1[CH:28]=[CH:29][N:30]=[C:26]1[C:10]([C@@H:7]1[CH2:8][CH2:9][C@H:5]([C:3]([O:2][CH3:1])=[O:4])[CH2:6]1)=[O:12]. (4) Given the reactants Cl[Pd:2]Cl.[OH-].[Na+].[C:6]1(=[O:13])[NH:12][CH2:11][CH2:10][CH2:9][CH2:8][CH2:7]1, predict the reaction product. The product is: [Pd:2].[C:6]1(=[O:13])[NH:12][CH2:11][CH2:10][CH2:9][CH2:8][CH2:7]1.